This data is from Reaction yield outcomes from USPTO patents with 853,638 reactions. The task is: Predict the reaction yield, written as a fraction of the theoretical maximum amount of product (1.0 means a 100% yield; for example, 0.34 means a 34% yield). (1) The reactants are [CH:1]([C:4]1[N:5]=[C:6]([C:9]2[CH:18]=[C:17]([O:19][CH2:20][CH2:21][C@@H:22]3[NH:36][C:35](=[O:37])[N:34]([CH3:38])[CH2:33][CH2:32][CH2:31][CH2:30][CH:29]=[CH:28][C@H:27]4[C@@:25]([C:39]([OH:41])=O)([CH2:26]4)[NH:24][C:23]3=[O:42])[C:16]3[C:11](=[C:12]([F:45])[C:13]([O:43][CH3:44])=[CH:14][CH:15]=3)[N:10]=2)[S:7][CH:8]=1)([CH3:3])[CH3:2].[CH:46]1([S:49]([NH-:52])(=[O:51])=[O:50])[CH2:48][CH2:47]1. No catalyst specified. The product is [CH:1]([C:4]1[N:5]=[C:6]([C:9]2[CH:18]=[C:17]([O:19][CH2:20][CH2:21][C@@H:22]3[NH:36][C:35](=[O:37])[N:34]([CH3:38])[CH2:33][CH2:32][CH2:31][CH2:30][CH:29]=[CH:28][C@H:27]4[C@@:25]([C:39]([NH:52][S:49]([CH:46]5[CH2:48][CH2:47]5)(=[O:51])=[O:50])=[O:41])([CH2:26]4)[NH:24][C:23]3=[O:42])[C:16]3[C:11](=[C:12]([F:45])[C:13]([O:43][CH3:44])=[CH:14][CH:15]=3)[N:10]=2)[S:7][CH:8]=1)([CH3:3])[CH3:2]. The yield is 0.100. (2) The reactants are [OH-].[Na+].C[O:4][C:5](=[O:15])[C:6]1[CH:11]=[CH:10][CH:9]=[C:8]([CH2:12][O:13][CH3:14])[CH:7]=1. The catalyst is CO.O1CCCC1. The product is [CH3:14][O:13][CH2:12][C:8]1[CH:7]=[C:6]([CH:11]=[CH:10][CH:9]=1)[C:5]([OH:15])=[O:4]. The yield is 0.980. (3) The reactants are O[C:2]1([CH2:11][C:12]([O:14][CH2:15][CH3:16])=[O:13])[CH2:10][C:9]2[C:4](=[CH:5][CH:6]=[CH:7][CH:8]=2)[CH2:3]1.ClS(O)(=O)=O.[OH2:22].[C:23](#[N:25])[CH3:24]. No catalyst specified. The product is [C:23]([NH:25][C:2]1([CH2:11][C:12]([O:14][CH2:15][CH3:16])=[O:13])[CH2:10][C:9]2[C:4](=[CH:5][CH:6]=[CH:7][CH:8]=2)[CH2:3]1)(=[O:22])[CH3:24]. The yield is 0.540. (4) The reactants are [C:1]([O:5][C:6]([NH:8][C@H:9]([C:12]([OH:14])=O)[CH2:10][OH:11])=[O:7])([CH3:4])([CH3:3])[CH3:2].C(N(CC)CC)C.P(C#N)(=O)(OCC)OCC.[NH2:32][CH2:33][CH2:34][N:35]1[C:44]2[C:39](=[C:40]([F:49])[CH:41]=[CH:42][C:43]=2[O:45][CH2:46][CH2:47][CH3:48])[C:38](=[O:50])[C:37]([C:51]2[CH:56]=[CH:55][C:54]([O:57][CH3:58])=[CH:53][CH:52]=2)=[CH:36]1. The catalyst is O.CN(C=O)C. The product is [C:1]([O:5][C:6](=[O:7])[NH:8][C@H:9]([C:12](=[O:14])[NH:32][CH2:33][CH2:34][N:35]1[C:44]2[C:39](=[C:40]([F:49])[CH:41]=[CH:42][C:43]=2[O:45][CH2:46][CH2:47][CH3:48])[C:38](=[O:50])[C:37]([C:51]2[CH:52]=[CH:53][C:54]([O:57][CH3:58])=[CH:55][CH:56]=2)=[CH:36]1)[CH2:10][OH:11])([CH3:2])([CH3:3])[CH3:4]. The yield is 0.750. (5) The reactants are [C:1]([O:5][C:6]([NH:8][CH2:9][CH2:10][CH2:11][CH2:12][CH2:13][NH2:14])=[O:7])([CH3:4])([CH3:3])[CH3:2].C(N(CC)CC)C.[Cl:22][CH2:23][CH2:24][S:25](Cl)(=[O:27])=[O:26]. The catalyst is ClCCl. The product is [C:1]([O:5][C:6]([NH:8][CH2:9][CH2:10][CH2:11][CH2:12][CH2:13][NH:14][S:25]([CH2:24][CH2:23][Cl:22])(=[O:27])=[O:26])=[O:7])([CH3:4])([CH3:3])[CH3:2]. The yield is 1.00.